Dataset: Reaction yield outcomes from USPTO patents with 853,638 reactions. Task: Predict the reaction yield, written as a fraction of the theoretical maximum amount of product (1.0 means a 100% yield; for example, 0.34 means a 34% yield). The reactants are [Cl:1][C:2]1[CH:3]=[C:4]([C:21]2[CH:26]=[CH:25][C:24]([Cl:27])=[CH:23][CH:22]=2)[C:5]2[O:10][CH:9]([C:11]([F:14])([F:13])[F:12])[C:8]([C:15]([O:17]CC)=[O:16])=[CH:7][C:6]=2[CH:20]=1.[OH-].[Na+]. The catalyst is C1COCC1.C(O)C.O. The product is [Cl:1][C:2]1[CH:3]=[C:4]([C:21]2[CH:22]=[CH:23][C:24]([Cl:27])=[CH:25][CH:26]=2)[C:5]2[O:10][CH:9]([C:11]([F:12])([F:14])[F:13])[C:8]([C:15]([OH:17])=[O:16])=[CH:7][C:6]=2[CH:20]=1. The yield is 0.860.